From a dataset of Full USPTO retrosynthesis dataset with 1.9M reactions from patents (1976-2016). Predict the reactants needed to synthesize the given product. (1) The reactants are: [F:1][C:2]1[CH:7]=[CH:6][C:5]([C:8]2[O:9][C:10]3[CH:20]=[CH:19][C:18]([O:21]CC(C)=C)=[CH:17][C:11]=3[C:12]=2[C:13]([O:15][CH3:16])=[O:14])=[CH:4][CH:3]=1. Given the product [F:1][C:2]1[CH:7]=[CH:6][C:5]([C:8]2[O:9][C:10]3[CH:20]=[CH:19][C:18]([OH:21])=[C:17]([CH2:6][C:5]([CH3:8])=[CH2:4])[C:11]=3[C:12]=2[C:13]([O:15][CH3:16])=[O:14])=[CH:4][CH:3]=1, predict the reactants needed to synthesize it. (2) Given the product [C:1]([C:5]1[O:9][N:8]=[C:7]([C:10]2[CH:26]=[CH:25][C:13]3[C:14]4[CH:20]=[C:19]([S:21]([NH:32][CH2:31][C:30]([O:29][CH3:28])=[O:33])(=[O:23])=[O:22])[CH:18]=[CH:17][C:15]=4[O:16][C:12]=3[CH:11]=2)[N:6]=1)([CH3:4])([CH3:3])[CH3:2], predict the reactants needed to synthesize it. The reactants are: [C:1]([C:5]1[O:9][N:8]=[C:7]([C:10]2[CH:26]=[CH:25][C:13]3[C:14]4[CH:20]=[C:19]([S:21](Cl)(=[O:23])=[O:22])[CH:18]=[CH:17][C:15]=4[O:16][C:12]=3[CH:11]=2)[N:6]=1)([CH3:4])([CH3:3])[CH3:2].Cl.[CH3:28][O:29][C:30](=[O:33])[CH2:31][NH2:32].C(=O)([O-])[O-].[Na+].[Na+]. (3) Given the product [N:13]1[N:14]2[C:6]([C:4]([OH:5])=[O:3])=[CH:7][CH:8]=[C:9]2[CH:10]=[N:11][CH:12]=1, predict the reactants needed to synthesize it. The reactants are: C([O:3][C:4]([C:6]1[N:14]2[C:9]([CH:10]=[N:11][CH:12]=[N:13]2)=[CH:8][CH:7]=1)=[O:5])C.[OH-].[Na+].Cl. (4) Given the product [C:1]([C:3]1[CH:4]=[C:5]([CH:31]=[CH:32][CH:33]=1)[C:6]([NH:8][C:9]1[CH:17]=[C:16]2[C:12]([CH:13]=[N:14][N:15]2[CH:18]2[CH2:19][CH2:20][N:21]([C:24]([CH:52]3[CH2:53][CH2:54][CH2:56][CH2:57]3)=[O:26])[CH2:22][CH2:23]2)=[CH:11][CH:10]=1)=[O:7])#[N:2], predict the reactants needed to synthesize it. The reactants are: [C:1]([C:3]1[CH:4]=[C:5]([CH:31]=[CH:32][CH:33]=1)[C:6]([NH:8][C:9]1[CH:17]=[C:16]2[C:12]([CH:13]=[N:14][N:15]2[CH:18]2[CH2:23][CH2:22][N:21]([C:24]([O:26]C(C)(C)C)=O)[CH2:20][CH2:19]2)=[CH:11][CH:10]=1)=[O:7])#[N:2].Cl.C(C1C=C(C=CC=1)C(NC1C=C2C(C=NN2[CH:52]2[CH2:57][CH2:56]N[CH2:54][CH2:53]2)=CC=1)=O)#N.F[B-](F)(F)F.N1(OC(N(C)C)=[N+](C)C)C2C=CC=CC=2N=N1.C(N(C(C)C)CC)(C)C.C1(C(O)=O)CCCC1.C(=O)(O)[O-].[Na+]. (5) The reactants are: C(O)(=O)C.[CH3:5][NH:6][C:7]1[CH:12]=[CH:11][CH:10]=[CH:9][C:8]=1[N+:13]([O-:15])=[O:14].[Br:16]N1C(=O)CCC1=O. Given the product [Br:16][C:10]1[CH:11]=[CH:12][C:7]([NH:6][CH3:5])=[C:8]([N+:13]([O-:15])=[O:14])[CH:9]=1, predict the reactants needed to synthesize it. (6) The reactants are: [CH2:1]([S:3]([N:6]1[CH2:11][CH2:10][CH:9]([C:12]2[C:20]3[C:15](=[C:16]([C:28]([NH2:30])=[O:29])[CH:17]=[C:18]([C:21]4[CH:25]=[C:24]([CH:26]=O)[S:23][CH:22]=4)[CH:19]=3)[NH:14][CH:13]=2)[CH2:8][CH2:7]1)(=[O:5])=[O:4])[CH3:2].[CH3:31][C:32]1[C:36]([CH2:37][NH:38][CH3:39])=[C:35]([CH3:40])[NH:34][N:33]=1.C(O[BH-](OC(=O)C)OC(=O)C)(=O)C.[Na+]. Given the product [CH3:31][C:32]1[C:36]([CH2:37][N:38]([CH2:26][C:24]2[S:23][CH:22]=[C:21]([C:18]3[CH:19]=[C:20]4[C:15](=[C:16]([C:28]([NH2:30])=[O:29])[CH:17]=3)[NH:14][CH:13]=[C:12]4[CH:9]3[CH2:8][CH2:7][N:6]([S:3]([CH2:1][CH3:2])(=[O:5])=[O:4])[CH2:11][CH2:10]3)[CH:25]=2)[CH3:39])=[C:35]([CH3:40])[NH:34][N:33]=1, predict the reactants needed to synthesize it. (7) Given the product [Cl:1][C:2]1[CH:3]=[CH:4][C:5]2[N:11]3[CH:12]=[CH:13][CH:14]=[C:10]3[C@@H:9]([CH2:15][CH2:16][N:17]3[NH:21][N:20]=[C:19]([C:22]([CH3:29])([CH3:28])[C:23]([OH:25])=[O:24])[NH:18]3)[O:8][C@H:7]([C:30]3[CH:35]=[CH:34][CH:33]=[C:32]([O:36][CH3:37])[C:31]=3[O:38][CH3:39])[C:6]=2[CH:40]=1, predict the reactants needed to synthesize it. The reactants are: [Cl:1][C:2]1[CH:3]=[CH:4][C:5]2[N:11]3[CH:12]=[CH:13][CH:14]=[C:10]3[C@@H:9]([CH2:15][CH2:16][N:17]3[NH:21][N:20]=[C:19]([C:22]([CH3:29])([CH3:28])[C:23]([O:25]CC)=[O:24])[NH:18]3)[O:8][C@H:7]([C:30]3[CH:35]=[CH:34][CH:33]=[C:32]([O:36][CH3:37])[C:31]=3[O:38][CH3:39])[C:6]=2[CH:40]=1.C(=O)([O-])[O-].[K+].[K+]. (8) The reactants are: [OH-].[Na+].C([O:5][C:6](=[O:41])[C:7]([CH3:40])([CH3:39])[NH:8][C:9](=[O:38])[C:10]1[CH:15]=[CH:14][CH:13]=[C:12]([C:16]2[C:25]3[C:20](=[C:21]([CH2:33][C:34]#[N:35])[C:22]([O:31][CH3:32])=[C:23]4[O:28][C:27]([CH3:30])([CH3:29])[CH2:26][C:24]4=3)[CH2:19][C:18]([CH3:37])([CH3:36])[N:17]=2)[CH:11]=1)C.[ClH:42]. Given the product [ClH:42].[C:34]([CH2:33][C:21]1[C:22]([O:31][CH3:32])=[C:23]2[O:28][C:27]([CH3:30])([CH3:29])[CH2:26][C:24]2=[C:25]2[C:20]=1[CH2:19][C:18]([CH3:37])([CH3:36])[N:17]=[C:16]2[C:12]1[CH:11]=[C:10]([CH:15]=[CH:14][CH:13]=1)[C:9]([NH:8][C:7]([CH3:39])([C:6]([OH:41])=[O:5])[CH3:40])=[O:38])#[N:35], predict the reactants needed to synthesize it. (9) The reactants are: [NH2:1][C:2]1[CH:11]=[CH:10][C:5]([C:6]([O:8][CH3:9])=[O:7])=[CH:4][C:3]=1Br.[Cl:13][C:14]1[CH:19]=[CH:18][C:17](B(O)O)=[CH:16][CH:15]=1.C(N(CC)CC)C. Given the product [CH3:9][O:8][C:6]([C:5]1[CH:4]=[C:3]([C:17]2[CH:18]=[CH:19][C:14]([Cl:13])=[CH:15][CH:16]=2)[C:2]([NH2:1])=[CH:11][CH:10]=1)=[O:7], predict the reactants needed to synthesize it. (10) Given the product [F:19][C:18]([F:21])([F:20])[C:15]1[CH:16]=[CH:17][C:12]([O:10][CH:9]2[CH2:8][NH:7][CH2:6][C:5]3[O:1][CH:2]=[CH:3][C:4]2=3)=[CH:13][CH:14]=1, predict the reactants needed to synthesize it. The reactants are: [O:1]1[C:5]2[CH2:6][NH:7][CH2:8][CH:9]([OH:10])[C:4]=2[CH:3]=[CH:2]1.F[C:12]1[CH:17]=[CH:16][C:15]([C:18]([F:21])([F:20])[F:19])=[CH:14][CH:13]=1.